From a dataset of Full USPTO retrosynthesis dataset with 1.9M reactions from patents (1976-2016). Predict the reactants needed to synthesize the given product. (1) Given the product [CH:1]1([CH:7]([NH:21][C:22]2[CH:23]=[CH:24][C:25]([C:26]([NH:32][CH2:33][CH2:34][C:35]([OH:37])=[O:36])=[O:27])=[CH:29][CH:30]=2)[C:8]2[CH:12]=[C:11]([C:13]3[CH2:14][CH2:15][S:16][CH2:17][CH:18]=3)[S:10][C:9]=2[CH2:19][CH3:20])[CH2:6][CH2:5][CH2:4][CH2:3][CH2:2]1, predict the reactants needed to synthesize it. The reactants are: [CH:1]1([CH:7]([NH:21][C:22]2[CH:30]=[CH:29][C:25]([C:26](O)=[O:27])=[CH:24][CH:23]=2)[C:8]2[CH:12]=[C:11]([C:13]3[CH2:14][CH2:15][S:16][CH2:17][CH:18]=3)[S:10][C:9]=2[CH2:19][CH3:20])[CH2:6][CH2:5][CH2:4][CH2:3][CH2:2]1.Cl.[NH2:32][CH2:33][CH2:34][C:35]([O:37]CC)=[O:36].O.ON1C2C=CC=CC=2N=N1.Cl.C(N=C=NCCCN(C)C)C.[Cl-].[NH4+].[OH-].[Na+]. (2) Given the product [Cl:1][C:2]1[CH:31]=[CH:30][C:5]([CH2:6][N:7]2[C:15]3[C:10](=[CH:11][C:12](/[CH:16]=[C:17]4/[C:18](=[O:29])[N:19]([CH:23]5[CH2:28][CH2:27][CH2:26][N:25]([CH3:36])[CH2:24]5)[C:20](=[O:22])[S:21]/4)=[CH:13][CH:14]=3)[CH:9]=[N:8]2)=[C:4]([C:32]([F:35])([F:34])[F:33])[CH:3]=1, predict the reactants needed to synthesize it. The reactants are: [Cl:1][C:2]1[CH:31]=[CH:30][C:5]([CH2:6][N:7]2[C:15]3[C:10](=[CH:11][C:12](/[CH:16]=[C:17]4/[C:18](=[O:29])[N:19]([CH:23]5[CH2:28][CH2:27][CH2:26][NH:25][CH2:24]5)[C:20](=[O:22])[S:21]/4)=[CH:13][CH:14]=3)[CH:9]=[N:8]2)=[C:4]([C:32]([F:35])([F:34])[F:33])[CH:3]=1.[CH2:36]=O.